Dataset: Peptide-MHC class I binding affinity with 185,985 pairs from IEDB/IMGT. Task: Regression. Given a peptide amino acid sequence and an MHC pseudo amino acid sequence, predict their binding affinity value. This is MHC class I binding data. The peptide sequence is RPRQRGIPF. The MHC is HLA-B27:05 with pseudo-sequence HLA-B27:05. The binding affinity (normalized) is 0.0847.